Dataset: CYP2C19 inhibition data for predicting drug metabolism from PubChem BioAssay. Task: Regression/Classification. Given a drug SMILES string, predict its absorption, distribution, metabolism, or excretion properties. Task type varies by dataset: regression for continuous measurements (e.g., permeability, clearance, half-life) or binary classification for categorical outcomes (e.g., BBB penetration, CYP inhibition). Dataset: cyp2c19_veith. (1) The drug is CC(=O)N1N=C(c2ccc3nccnc3c2)CC1c1ccccc1. The result is 1 (inhibitor). (2) The molecule is O=C1C(Cl)=C(Sc2nnc3c4ccccc4c4ccccc4c3n2)C(=O)c2ccccc21. The result is 1 (inhibitor). (3) The compound is Nn1nnc2ccccc21. The result is 0 (non-inhibitor). (4) The molecule is Cc1ccc(S(=O)(=O)N[C@H](C(=O)O)C(C)C)cc1. The result is 0 (non-inhibitor). (5) The molecule is COc1ccccc1CNc1nc(-c2ccoc2)nc2ccccc12. The result is 1 (inhibitor). (6) The drug is NNC(NN)NN.n1nc(-c2nn[nH]n2)n[nH]1. The result is 0 (non-inhibitor). (7) The drug is Cc1ccc(S(=O)(=O)N2CCN(C(=O)C3COc4ccccc4O3)CC2)cc1C. The result is 1 (inhibitor).